Dataset: Forward reaction prediction with 1.9M reactions from USPTO patents (1976-2016). Task: Predict the product of the given reaction. Given the reactants [CH3:1][C:2]([C@H:4]1[C:7]([CH3:9])([CH3:8])[C@@H:6]([CH2:10][C:11]([OH:13])=[O:12])[CH2:5]1)=[O:3].[C:14](Cl)(=O)C(Cl)=O.CCN([CH:26]([CH3:28])[CH3:27])C(C)C, predict the reaction product. The product is: [C:26]([O:12][C:11](=[O:13])[CH2:10][CH:6]1[CH2:5][CH:4]([C:2](=[O:3])[CH3:1])[C:7]1([CH3:8])[CH3:9])([CH3:28])([CH3:14])[CH3:27].